This data is from NCI-60 drug combinations with 297,098 pairs across 59 cell lines. The task is: Regression. Given two drug SMILES strings and cell line genomic features, predict the synergy score measuring deviation from expected non-interaction effect. Drug 1: CCCS(=O)(=O)NC1=C(C(=C(C=C1)F)C(=O)C2=CNC3=C2C=C(C=N3)C4=CC=C(C=C4)Cl)F. Drug 2: CC(C1=C(C=CC(=C1Cl)F)Cl)OC2=C(N=CC(=C2)C3=CN(N=C3)C4CCNCC4)N. Cell line: NCI/ADR-RES. Synergy scores: CSS=-2.29, Synergy_ZIP=1.02, Synergy_Bliss=-0.424, Synergy_Loewe=-0.926, Synergy_HSA=-2.36.